This data is from Catalyst prediction with 721,799 reactions and 888 catalyst types from USPTO. The task is: Predict which catalyst facilitates the given reaction. (1) Reactant: Br[C:2]1[C:3]([O:32][CH3:33])=[CH:4][C:5]2[CH2:6][CH2:7][N:8]3[C:14]4[C:15](=[O:26])[N:16]([C:22]([CH3:25])([CH3:24])[CH3:23])[CH2:17][CH2:18][CH2:19][O:20][CH2:21][C:13]=4[C:12]([C:27]4[S:31][CH:30]=[N:29][CH:28]=4)=[C:9]3[C:10]=2[CH:11]=1.C([Sn](CCCC)(CCCC)[C:39]1[CH:44]=[N:43][CH:42]=[CH:41][N:40]=1)CCC.C(OCC)C. Product: [C:22]([N:16]1[C:15](=[O:26])[C:14]2[N:8]3[CH2:7][CH2:6][C:5]4[CH:4]=[C:3]([O:32][CH3:33])[C:2]([C:39]5[CH:44]=[N:43][CH:42]=[CH:41][N:40]=5)=[CH:11][C:10]=4[C:9]3=[C:12]([C:27]3[S:31][CH:30]=[N:29][CH:28]=3)[C:13]=2[CH2:21][O:20][CH2:19][CH2:18][CH2:17]1)([CH3:23])([CH3:24])[CH3:25]. The catalyst class is: 109. (2) Reactant: Br[C:2]1[CH:11]=[C:10]2[C:5]([CH2:6][CH:7]([CH3:19])[N:8]([C:12]([O:14][C:15]([CH3:18])([CH3:17])[CH3:16])=[O:13])[CH2:9]2)=[CH:4][CH:3]=1.[CH3:20][N:21]1[CH:25]=[C:24](B2OC(C)(C)C(C)(C)O2)[CH:23]=[N:22]1.C(=O)([O-])[O-].[K+].[K+].ClCCl. Product: [CH3:19][CH:7]1[CH2:6][C:5]2[C:10](=[CH:11][C:2]([C:24]3[CH:23]=[N:22][N:21]([CH3:20])[CH:25]=3)=[CH:3][CH:4]=2)[CH2:9][N:8]1[C:12]([O:14][C:15]([CH3:18])([CH3:17])[CH3:16])=[O:13]. The catalyst class is: 38. (3) Reactant: [Cl:1][C:2]1[CH:3]=[CH:4][C:5]2[N:11]3[CH:12]=[CH:13][CH:14]=[C:10]3[C@@H:9]([CH2:15][CH2:16][C:17]3[O:21][N:20]=[C:19]([C:22]([O:24]CC)=[O:23])[CH:18]=3)[O:8][C@H:7]([C:27]3[CH:32]=[CH:31][CH:30]=[C:29]([O:33][CH3:34])[C:28]=3[O:35][CH3:36])[C:6]=2[CH:37]=1.O.C(=O)([O-])[O-].[K+].[K+].C(O)(=O)CC(CC(O)=O)(C(O)=O)O. Product: [Cl:1][C:2]1[CH:3]=[CH:4][C:5]2[N:11]3[CH:12]=[CH:13][CH:14]=[C:10]3[C@@H:9]([CH2:15][CH2:16][C:17]3[O:21][N:20]=[C:19]([C:22]([OH:24])=[O:23])[CH:18]=3)[O:8][C@H:7]([C:27]3[CH:32]=[CH:31][CH:30]=[C:29]([O:33][CH3:34])[C:28]=3[O:35][CH3:36])[C:6]=2[CH:37]=1. The catalyst class is: 254. (4) Product: [ClH:40].[Cl:40][CH2:41][C:42]([N:26]([CH:23]1[CH2:22][CH2:21][N:20]([C:10]2[N:9]=[C:8]([N:7]3[C:6]4[CH:28]=[CH:29][CH:30]=[C:31]([O:32][CH2:33][CH2:34][CH2:35][N:36]([CH3:38])[CH3:37])[C:5]=4[N:4]=[C:3]3[CH:2]([F:1])[F:39])[N:13]=[C:12]([N:14]3[CH2:15][CH2:16][O:17][CH2:18][CH2:19]3)[N:11]=2)[CH2:25][CH2:24]1)[CH3:27])=[O:43]. The catalyst class is: 2. Reactant: [F:1][CH:2]([F:39])[C:3]1[N:7]([C:8]2[N:13]=[C:12]([N:14]3[CH2:19][CH2:18][O:17][CH2:16][CH2:15]3)[N:11]=[C:10]([N:20]3[CH2:25][CH2:24][CH:23]([NH:26][CH3:27])[CH2:22][CH2:21]3)[N:9]=2)[C:6]2[CH:28]=[CH:29][CH:30]=[C:31]([O:32][CH2:33][CH2:34][CH2:35][N:36]([CH3:38])[CH3:37])[C:5]=2[N:4]=1.[Cl:40][CH2:41][C:42](Cl)=[O:43].C([O-])([O-])=O.[K+].[K+].